Dataset: Forward reaction prediction with 1.9M reactions from USPTO patents (1976-2016). Task: Predict the product of the given reaction. (1) Given the reactants [C:1]([O:5][C:6](=[O:22])[NH:7][CH2:8][C@@H:9]1[CH2:13][CH2:12][CH2:11][C@@H:10]1[O:14]CC1C=CC=CC=1)([CH3:4])([CH3:3])[CH3:2], predict the reaction product. The product is: [C:1]([O:5][C:6](=[O:22])[NH:7][CH2:8][C@@H:9]1[CH2:13][CH2:12][CH2:11][C@@H:10]1[OH:14])([CH3:4])([CH3:2])[CH3:3]. (2) Given the reactants [F:1][C:2]([F:26])([F:25])[O:3][C:4]1[CH:5]=[C:6]([C:10]2[C:14]3[CH:15]=[C:16]([C:19]4[O:23][C:22]([SH:24])=[N:21][N:20]=4)[CH:17]=[CH:18][C:13]=3[O:12][CH:11]=2)[CH:7]=[CH:8][CH:9]=1.IC.[C:29](=O)([O-])[O-].[K+].[K+], predict the reaction product. The product is: [CH3:29][S:24][C:22]1[O:23][C:19]([C:16]2[CH:17]=[CH:18][C:13]3[O:12][CH:11]=[C:10]([C:6]4[CH:7]=[CH:8][CH:9]=[C:4]([O:3][C:2]([F:1])([F:25])[F:26])[CH:5]=4)[C:14]=3[CH:15]=2)=[N:20][N:21]=1. (3) Given the reactants C[Si]([Br:5])(C)C.[CH2:6]([O:13][C:14]1[CH:21]=[C:20]([C:22]([CH3:25])([CH3:24])[CH3:23])[CH:19]=[CH:18][C:15]=1[CH2:16]O)[C:7]1[CH:12]=[CH:11][CH:10]=[CH:9][CH:8]=1, predict the reaction product. The product is: [CH2:6]([O:13][C:14]1[CH:21]=[C:20]([C:22]([CH3:25])([CH3:24])[CH3:23])[CH:19]=[CH:18][C:15]=1[CH2:16][Br:5])[C:7]1[CH:12]=[CH:11][CH:10]=[CH:9][CH:8]=1. (4) Given the reactants [CH:1]([NH:4][C:5]([C:7]1[C:15]2[C:10](=[N:11][C:12]([NH2:16])=[CH:13][CH:14]=2)[N:9]([C:17]([CH3:20])([CH3:19])[CH3:18])[N:8]=1)=[O:6])([CH3:3])[CH3:2].[C:21]1([CH3:30])[CH:26]=[CH:25][C:24]([C:27](Cl)=[O:28])=[CH:23][CH:22]=1, predict the reaction product. The product is: [CH:1]([NH:4][C:5]([C:7]1[C:15]2[C:10](=[N:11][C:12]([NH:16][C:27](=[O:28])[C:24]3[CH:25]=[CH:26][C:21]([CH3:30])=[CH:22][CH:23]=3)=[CH:13][CH:14]=2)[N:9]([C:17]([CH3:18])([CH3:20])[CH3:19])[N:8]=1)=[O:6])([CH3:3])[CH3:2]. (5) Given the reactants [CH:1](=O)[C:2]1[CH:7]=[CH:6][CH:5]=[CH:4][CH:3]=1.Cl.[CH3:10][NH2:11].[SH:12][CH:13]([CH2:17][C:18]([OH:20])=[O:19])[C:14](O)=[O:15], predict the reaction product. The product is: [CH3:10][N:11]1[C:14](=[O:15])[CH:13]([CH2:17][C:18]([OH:20])=[O:19])[S:12][CH:1]1[C:2]1[CH:7]=[CH:6][CH:5]=[CH:4][CH:3]=1. (6) Given the reactants [C:1]([OH:9])(=[O:8])[C:2]([CH2:4][C:5](O)=[O:6])=[CH2:3].[CH2:10]([N:17]1[CH2:22][CH2:21][CH:20]([NH2:23])[CH2:19][CH2:18]1)[C:11]1[CH:16]=[CH:15][CH:14]=[CH:13][CH:12]=1, predict the reaction product. The product is: [CH2:10]([N:17]1[CH2:22][CH2:21][CH:20]([N:23]2[C:5](=[O:6])[CH2:4][CH:2]([C:1]([OH:9])=[O:8])[CH2:3]2)[CH2:19][CH2:18]1)[C:11]1[CH:12]=[CH:13][CH:14]=[CH:15][CH:16]=1. (7) Given the reactants [NH:1]1[CH:5]=[CH:4][N:3]=[N:2]1.[Br:6][C:7]1[C:8]([F:25])=[CH:9][C:10]2[O:16][CH2:15][CH2:14]N3C(I)=[C:18]([C:20]([NH2:22])=[O:21])[N:19]=[C:12]3[C:11]=2[CH:24]=1.Cl.[C:27]([NH2:30])(=N)[CH3:28].CC1(C)C2C(=C(P(C3C=CC=CC=3)C3C=CC=CC=3)C=CC=2)OC2C(P(C3C=CC=CC=3)C3C=CC=CC=3)=CC=CC1=2.[F:73][C:74]([F:79])([F:78])[CH2:75]NN, predict the reaction product. The product is: [Br:6][C:7]1[C:8]([F:25])=[CH:9][C:10]2[O:16][CH2:15][CH2:14][N:3]3[C:4]([C:5]4[N:1]([CH2:75][C:74]([F:79])([F:78])[F:73])[N:2]=[C:27]([CH3:28])[N:30]=4)=[C:18]([C:20]([NH2:22])=[O:21])[N:19]=[C:12]3[C:11]=2[CH:24]=1. (8) Given the reactants [C:1]1([C:7]2[C:11]([C:12]3[CH:17]=[CH:16][CH:15]=[CH:14][CH:13]=3)=[CH:10][O:9][C:8]=2[C:18]([O:20]C)=[O:19])[CH:6]=[CH:5][CH:4]=[CH:3][CH:2]=1.[OH-].[Na+].C(O)C, predict the reaction product. The product is: [C:1]1([C:7]2[C:11]([C:12]3[CH:13]=[CH:14][CH:15]=[CH:16][CH:17]=3)=[CH:10][O:9][C:8]=2[C:18]([OH:20])=[O:19])[CH:2]=[CH:3][CH:4]=[CH:5][CH:6]=1.